Dataset: Reaction yield outcomes from USPTO patents with 853,638 reactions. Task: Predict the reaction yield, written as a fraction of the theoretical maximum amount of product (1.0 means a 100% yield; for example, 0.34 means a 34% yield). (1) The reactants are Br[C:2]1[CH:7]=[CH:6][C:5]([OH:8])=[C:4]([O:9][CH3:10])[CH:3]=1.[CH3:11][S:12]([O-:14])=[O:13].[Na+].CNCCNC.C(OCC)(=O)C. The catalyst is CS(C)=O.O. The product is [CH3:11][S:12]([C:2]1[CH:7]=[CH:6][C:5]([OH:8])=[C:4]([O:9][CH3:10])[CH:3]=1)(=[O:14])=[O:13]. The yield is 0.520. (2) The reactants are [F:1][C:2]1[CH:7]=[CH:6][C:5]([C:8]2[N:9]=[C:10]3[C:15]([CH3:16])=[C:14]([CH3:17])[C:13]([N:18]4[CH2:23][CH2:22][N:21]([C:24]([O:26][C:27]([CH3:30])([CH3:29])[CH3:28])=[O:25])[CH2:20][CH2:19]4)=[N:12][N:11]3[C:31]=2I)=[CH:4][CH:3]=1.O1CCCC1.C(=O)([O-])[O-].[Cs+].[Cs+].[N:44]1[CH:49]=[CH:48][C:47](B(O)O)=[CH:46][CH:45]=1. The catalyst is C1C=CC(P(C2C=CC=CC=2)[C-]2C=CC=C2)=CC=1.C1C=CC(P(C2C=CC=CC=2)[C-]2C=CC=C2)=CC=1.Cl[Pd]Cl.[Fe+2].O.ClCCl. The product is [F:1][C:2]1[CH:7]=[CH:6][C:5]([C:8]2[N:9]=[C:10]3[C:15]([CH3:16])=[C:14]([CH3:17])[C:13]([N:18]4[CH2:23][CH2:22][N:21]([C:24]([O:26][C:27]([CH3:30])([CH3:29])[CH3:28])=[O:25])[CH2:20][CH2:19]4)=[N:12][N:11]3[C:31]=2[C:47]2[CH:48]=[CH:49][N:44]=[CH:45][CH:46]=2)=[CH:4][CH:3]=1. The yield is 0.730.